Dataset: Full USPTO retrosynthesis dataset with 1.9M reactions from patents (1976-2016). Task: Predict the reactants needed to synthesize the given product. (1) Given the product [CH2:23]([NH:1][C:2]1[CH:7]=[CH:6][C:5]([O:8][CH2:9][C:10]#[CH:11])=[CH:4][C:3]=1[C:12]([C:14]1[CH:15]=[CH:16][C:17]([CH:20]([CH3:22])[CH3:21])=[CH:18][CH:19]=1)=[O:13])[C:24]1[CH:29]=[CH:28][CH:27]=[CH:26][CH:25]=1, predict the reactants needed to synthesize it. The reactants are: [NH2:1][C:2]1[CH:7]=[CH:6][C:5]([O:8][CH2:9][C:10]#[CH:11])=[CH:4][C:3]=1[C:12]([C:14]1[CH:19]=[CH:18][C:17]([CH:20]([CH3:22])[CH3:21])=[CH:16][CH:15]=1)=[O:13].[CH2:23](Br)[C:24]1[CH:29]=[CH:28][CH:27]=[CH:26][CH:25]=1.C(N(C(C)C)C(C)C)C. (2) Given the product [Br:1][C:2]1[CH:3]=[CH:4][C:5]2[N:6]([C:8]([C:11]([N:32]3[CH2:33][CH2:34][CH:29]([C:20]4[C:21]([C:25]([F:26])([F:27])[F:28])=[CH:22][CH:23]=[CH:24][C:19]=4[F:18])[CH2:30][CH2:31]3)=[O:13])=[N:9][N:10]=2)[CH:7]=1, predict the reactants needed to synthesize it. The reactants are: [Br:1][C:2]1[CH:3]=[CH:4][C:5]2[N:6]([C:8]([C:11]([O:13]CC)=O)=[N:9][N:10]=2)[CH:7]=1.Cl.Cl.[F:18][C:19]1[CH:24]=[CH:23][CH:22]=[C:21]([C:25]([F:28])([F:27])[F:26])[C:20]=1[CH:29]1[CH2:34][CH2:33][NH:32][CH2:31][CH2:30]1.F[P-](F)(F)(F)(F)F.N1(O[P+](N(C)C)(N(C)C)N(C)C)C2C=CC=CC=2N=N1.C(N(C(C)C)CC)(C)C. (3) Given the product [NH:13]1[C:17]2=[N:18][CH:19]=[CH:20][CH:21]=[C:16]2[C:15]2([CH2:5][CH:4]=[CH:3][CH2:2]2)[C:14]1=[O:22], predict the reactants needed to synthesize it. The reactants are: Cl[CH2:2]/[CH:3]=[CH:4]\[CH2:5]Cl.C[Si](C)(C)CCOC[N:13]1[C:17]2=[N:18][CH:19]=[CH:20][CH:21]=[C:16]2[CH2:15][C:14]1=[O:22].C(=O)([O-])[O-].[Cs+].[Cs+]. (4) Given the product [OH:1][C@H:2]([C:41]1[CH:42]=[CH:43][CH:44]=[CH:45][CH:46]=1)[CH2:3][NH:4][C:5]1[CH:6]=[CH:7][C:8]([CH2:11][CH2:12][NH:13][CH2:14][C@H:15]([OH:33])[C:16]2[CH:21]=[CH:20][C:19]([O:22][CH2:23][C:24]3[CH:25]=[CH:26][CH:27]=[CH:28][CH:29]=3)=[C:18]([NH:30][CH:31]=[O:32])[CH:17]=2)=[CH:9][CH:10]=1, predict the reactants needed to synthesize it. The reactants are: [OH:1][C@H:2]([C:41]1[CH:46]=[CH:45][CH:44]=[CH:43][CH:42]=1)[CH2:3][NH:4][C:5]1[CH:10]=[CH:9][C:8]([CH2:11][CH2:12][NH:13][CH2:14][C@H:15]([O:33][Si](C(C)(C)C)(C)C)[C:16]2[CH:21]=[CH:20][C:19]([O:22][CH2:23][C:24]3[CH:29]=[CH:28][CH:27]=[CH:26][CH:25]=3)=[C:18]([NH:30][CH:31]=[O:32])[CH:17]=2)=[CH:7][CH:6]=1.[OH-].[Na+]. (5) Given the product [F:1][C:2]1[CH:18]=[C:17]([F:19])[CH:16]=[CH:15][C:3]=1[O:4][C:5]1[N:10]=[C:9]2[NH:11][N:12]=[C:13]([NH:14][CH:21]([CH3:23])[CH3:20])[C:8]2=[CH:7][N:6]=1, predict the reactants needed to synthesize it. The reactants are: [F:1][C:2]1[CH:18]=[C:17]([F:19])[CH:16]=[CH:15][C:3]=1[O:4][C:5]1[N:10]=[C:9]2[NH:11][N:12]=[C:13]([NH2:14])[C:8]2=[CH:7][N:6]=1.[CH3:20][C:21]([CH3:23])=O.C1COCC1.[BH-](OC(C)=O)(OC(C)=O)OC(C)=O.[Na+]. (6) Given the product [Br-:2].[CH3:1][N+:3]1[CH:8]=[CH:7][CH:6]=[C:5]([CH3:9])[CH:4]=1, predict the reactants needed to synthesize it. The reactants are: [CH3:1][Br:2].[N:3]1[CH:8]=[CH:7][CH:6]=[C:5]([CH3:9])[CH:4]=1. (7) Given the product [Cl:25][C:26]1[CH:27]=[CH:28][C:29]2[CH:33]=[C:32]([C:34]([NH:4][C@@H:5]([C:10]([N:12]3[CH2:17][CH2:16][N:15]([CH:18]4[CH2:19][CH2:20][N:21]([CH3:24])[CH2:22][CH2:23]4)[CH2:14][CH2:13]3)=[O:11])[CH2:6][C:7](=[O:9])[NH2:8])=[O:35])[S:31][C:30]=2[CH:37]=1, predict the reactants needed to synthesize it. The reactants are: Cl.Cl.Cl.[NH2:4][C@@H:5]([C:10]([N:12]1[CH2:17][CH2:16][N:15]([CH:18]2[CH2:23][CH2:22][N:21]([CH3:24])[CH2:20][CH2:19]2)[CH2:14][CH2:13]1)=[O:11])[CH2:6][C:7](=[O:9])[NH2:8].[Cl:25][C:26]1[CH:27]=[CH:28][C:29]2[CH:33]=[C:32]([C:34](O)=[O:35])[S:31][C:30]=2[CH:37]=1. (8) Given the product [CH:38]1([C:41]2[S:45][C:44]([NH:46][C:26]([C:27]3[C:32]4[CH2:33][CH2:34][CH2:35][CH2:36][C:31]=4[S:30][C:28]=3[NH:29][C:24](=[O:25])[C:20]3[CH:21]=[CH:22][CH:23]=[C:18]([CH2:17][N:11]4[CH2:16][CH2:15][O:14][CH2:13][CH2:12]4)[CH:19]=3)=[O:37])=[N:43][N:42]=2)[CH2:40][CH2:39]1, predict the reactants needed to synthesize it. The reactants are: C[Si](C)(C)[N-][Si](C)(C)C.[Li+].[N:11]1([CH2:17][C:18]2[CH:19]=[C:20]([C:24]3[O:25][C:26](=[O:37])[C:27]4[C:32]5[CH2:33][CH2:34][CH2:35][CH2:36][C:31]=5[S:30][C:28]=4[N:29]=3)[CH:21]=[CH:22][CH:23]=2)[CH2:16][CH2:15][O:14][CH2:13][CH2:12]1.[CH:38]1([C:41]2[S:45][C:44]([NH2:46])=[N:43][N:42]=2)[CH2:40][CH2:39]1.[Cl-].[NH4+]. (9) Given the product [F:17][CH:2]([F:1])[CH:3]1[C:12]2[C:7]3=[C:8]([CH2:20][NH:15][CH2:14][CH:13]([CH3:16])[N:6]3[CH2:5][CH2:4]1)[CH:9]=[CH:10][CH:11]=2, predict the reactants needed to synthesize it. The reactants are: [F:1][CH:2]([F:17])[CH:3]1[C:12]2[C:7](=[CH:8][CH:9]=[CH:10][CH:11]=2)[N:6]([CH:13]([CH3:16])[CH2:14][NH2:15])[CH2:5][CH2:4]1.C=O.[C:20](O)(C(F)(F)F)=O.